From a dataset of Reaction yield outcomes from USPTO patents with 853,638 reactions. Predict the reaction yield, written as a fraction of the theoretical maximum amount of product (1.0 means a 100% yield; for example, 0.34 means a 34% yield). (1) The reactants are [H-].[Na+].[CH3:3][C:4]([OH:9])([C@H:6]([OH:8])[CH3:7])[CH3:5].[Cl:10][C:11]1[N:16]=[C:15](Cl)[C:14]([I:18])=[CH:13][N:12]=1.[Na+].[Cl-]. The catalyst is C(OCC)C.C(#N)C. The product is [Cl:10][C:11]1[N:16]=[C:15]([O:8][C@H:6]([CH3:7])[C:4]([CH3:5])([OH:9])[CH3:3])[C:14]([I:18])=[CH:13][N:12]=1. The yield is 0.410. (2) The reactants are [Cl:1][C:2]1[CH:3]=[C:4]([CH:6]=[C:7]([C:9]([F:12])([F:11])[F:10])[CH:8]=1)[NH2:5].[Br:13]N1C(=O)CCC1=O. The catalyst is CS(C)=O. The product is [Br:13][C:8]1[C:7]([C:9]([F:10])([F:11])[F:12])=[CH:6][C:4]([NH2:5])=[CH:3][C:2]=1[Cl:1]. The yield is 0.960. (3) The reactants are [NH:1]1[CH2:6][CH2:5][CH:4]([CH2:7][OH:8])[CH2:3][CH2:2]1.C([O-])([O-])=O.[K+].[K+].Br[CH2:16][CH2:17][CH2:18][C:19]([O:21][CH2:22][C:23]([Cl:26])([Cl:25])[Cl:24])=[O:20]. The catalyst is CC(C)=O. The product is [Cl:24][C:23]([Cl:25])([Cl:26])[CH2:22][O:21][C:19](=[O:20])[CH2:18][CH2:17][CH2:16][N:1]1[CH2:6][CH2:5][CH:4]([CH2:7][OH:8])[CH2:3][CH2:2]1. The yield is 0.941. (4) The reactants are C[O:2][C:3]([C:5]1[CH:10]=[C:9]([NH:11][CH2:12][CH2:13][C:14]2[CH:19]=[CH:18][C:17]([O:20][CH3:21])=[CH:16][CH:15]=2)[N:8]=[C:7](Cl)[N:6]=1)=[O:4].[CH3:23][O-:24].[Na+]. The catalyst is CO. The product is [CH3:23][O:24][C:7]1[N:6]=[C:5]([C:3]([OH:2])=[O:4])[CH:10]=[C:9]([NH:11][CH2:12][CH2:13][C:14]2[CH:19]=[CH:18][C:17]([O:20][CH3:21])=[CH:16][CH:15]=2)[N:8]=1. The yield is 0.640. (5) The reactants are C(O[CH:4](OCC)[C:5](=[NH:8])OC)C.[CH3:12][C:13]1[CH:18]=[C:17]([CH3:19])[CH:16]=[CH:15][C:14]=1[CH2:20][NH2:21]. The catalyst is CO. The product is [CH3:19][C:17]1[CH:16]=[C:15]2[C:4](=[C:13]([CH3:12])[CH:18]=1)[CH:5]=[N:8][C:20]([NH2:21])=[CH:14]2. The yield is 0.900. (6) The reactants are [N:1]1[C:8](Cl)=[N:7][C:5]([Cl:6])=[N:4][C:2]=1[Cl:3].C1COCC1.[C:15]1([Mg]Br)[CH:20]=[CH:19][CH:18]=[CH:17][CH:16]=1.O. The catalyst is C1(C)C=CC=CC=1. The product is [Cl:3][C:2]1[N:4]=[C:5]([Cl:6])[N:7]=[C:8]([C:15]2[CH:20]=[CH:19][CH:18]=[CH:17][CH:16]=2)[N:1]=1. The yield is 0.492. (7) No catalyst specified. The reactants are CC1(C)C(C)(C)OB([C:9]2[CH:14]=[N:13][CH:12]=[CH:11][N:10]=2)O1.Br[C:17]1[CH:18]=[C:19]2[C:25]([C:26]3[CH:31]=[CH:30][CH:29]=[CH:28][CH:27]=3)=[N:24][N:23](C3CCCCO3)[C:20]2=[CH:21][N:22]=1. The product is [C:26]1([C:25]2[C:19]3[C:20](=[CH:21][N:22]=[C:17]([C:9]4[CH:14]=[N:13][CH:12]=[CH:11][N:10]=4)[CH:18]=3)[NH:23][N:24]=2)[CH:27]=[CH:28][CH:29]=[CH:30][CH:31]=1. The yield is 0.280. (8) The reactants are [C:1]([NH:5][C:6]1[C:7]([C:20]2[CH:25]=[CH:24][C:23]([F:26])=[CH:22][CH:21]=2)=[N:8][C:9]2[C:14]([N:15]=1)=[CH:13][C:12]([C:16]([O:18]C)=[O:17])=[CH:11][CH:10]=2)([CH3:4])([CH3:3])[CH3:2].[OH-].[Na+]. The catalyst is C1COCC1.O. The product is [C:1]([NH:5][C:6]1[C:7]([C:20]2[CH:21]=[CH:22][C:23]([F:26])=[CH:24][CH:25]=2)=[N:8][C:9]2[C:14]([N:15]=1)=[CH:13][C:12]([C:16]([OH:18])=[O:17])=[CH:11][CH:10]=2)([CH3:4])([CH3:2])[CH3:3]. The yield is 0.660. (9) The reactants are [Br:1][C:2]1[CH:15]=[C:14]([C:16]([F:19])([F:18])[F:17])[CH:13]=[CH:12][C:3]=1[CH2:4][CH:5](C(O)=O)[C:6]([OH:8])=[O:7]. The catalyst is CCOCC. The product is [Br:1][C:2]1[CH:15]=[C:14]([C:16]([F:19])([F:18])[F:17])[CH:13]=[CH:12][C:3]=1[CH2:4][CH2:5][C:6]([OH:8])=[O:7]. The yield is 0.850. (10) The reactants are [F:1][C:2]1[C:3]([C:15]([F:18])([F:17])[F:16])=[CH:4][C:5]([N+:12]([O-:14])=[O:13])=[C:6]([NH:8]C(=O)C)[CH:7]=1.C([O-])(O)=O.[Na+]. The catalyst is Cl. The product is [F:1][C:2]1[C:3]([C:15]([F:16])([F:17])[F:18])=[CH:4][C:5]([N+:12]([O-:14])=[O:13])=[C:6]([NH2:8])[CH:7]=1. The yield is 0.910.